Task: Predict which catalyst facilitates the given reaction.. Dataset: Catalyst prediction with 721,799 reactions and 888 catalyst types from USPTO (1) Reactant: [O:1]=[C:2]1[C:11]([CH:12]2[CH2:17][CH2:16][N:15]([C:18]([O:20][CH:21]([C:33]3[N:37]4[CH2:38][CH2:39][NH:40][CH2:41][C:36]4=[CH:35][N:34]=3)[CH2:22][C:23]3[CH:24]=[C:25]4[C:29](=[C:30]([CH3:32])[CH:31]=3)[NH:28][N:27]=[CH:26]4)=[O:19])[CH2:14][CH2:13]2)=[CH:10][C:9]2[C:4](=[CH:5][CH:6]=[CH:7][CH:8]=2)[NH:3]1.[C:42]1(=O)[CH2:47][CH2:46][CH2:45][CH2:44][CH2:43]1.C([BH3-])#N.[Na+].C(O)(=O)C. Product: [O:1]=[C:2]1[C:11]([CH:12]2[CH2:17][CH2:16][N:15]([C:18]([O:20][CH:21]([C:33]3[N:37]4[CH2:38][CH2:39][N:40]([CH:42]5[CH2:47][CH2:46][CH2:45][CH2:44][CH2:43]5)[CH2:41][C:36]4=[CH:35][N:34]=3)[CH2:22][C:23]3[CH:24]=[C:25]4[C:29](=[C:30]([CH3:32])[CH:31]=3)[NH:28][N:27]=[CH:26]4)=[O:19])[CH2:14][CH2:13]2)=[CH:10][C:9]2[C:4](=[CH:5][CH:6]=[CH:7][CH:8]=2)[NH:3]1. The catalyst class is: 8. (2) Product: [CH3:28][C:19]1[CH:18]=[C:16]([NH:17][S:9]([CH2:30][CH:31]2[CH2:38][CH2:37][CH2:34][CH2:33][CH2:32]2)(=[O:11])=[O:10])[CH:15]=[C:14]([CH3:13])[C:20]=1[S:21]([CH2:24][N+:25]([O-:27])=[O:26])(=[O:22])=[O:23]. Reactant: COC1C=C([S:9](Cl)(=[O:11])=[O:10])C=CC=1.[CH3:13][C:14]1[CH:15]=[C:16]([CH:18]=[C:19]([CH3:28])[C:20]=1[S:21]([CH2:24][N+:25]([O-:27])=[O:26])(=[O:23])=[O:22])[NH2:17].N1[CH:34]=[CH:33][CH:32]=[CH:31][CH:30]=1.Cl.O1CC[CH2:38][CH2:37]1. The catalyst class is: 6.